From a dataset of Catalyst prediction with 721,799 reactions and 888 catalyst types from USPTO. Predict which catalyst facilitates the given reaction. Reactant: C1(P(C2C=CC=CC=2)C2C=CC=CC=2)C=CC=CC=1.II.C(N(CC)CC)C.[C:29]([O:33][C:34](=[O:46])[NH:35][CH2:36][CH2:37][C:38](=[O:45])[NH:39][NH:40][C:41](=O)[CH2:42][CH3:43])([CH3:32])([CH3:31])[CH3:30]. Product: [C:29]([O:33][C:34](=[O:46])[NH:35][CH2:36][CH2:37][C:38]1[O:45][C:41]([CH2:42][CH3:43])=[N:40][N:39]=1)([CH3:32])([CH3:31])[CH3:30]. The catalyst class is: 4.